This data is from Reaction yield outcomes from USPTO patents with 853,638 reactions. The task is: Predict the reaction yield, written as a fraction of the theoretical maximum amount of product (1.0 means a 100% yield; for example, 0.34 means a 34% yield). (1) The yield is 0.690. The catalyst is C(OCC)(=O)C. The reactants are [Cl-].O[NH3+:3].[C:4](=[O:7])([O-])[OH:5].[Na+].CS(C)=O.[CH2:13]([N:20]1[C:25](=[O:26])[C:24]([CH2:27][C:28]2[CH:33]=[CH:32][C:31]([C:34]3[C:35]([C:40]#[N:41])=[CH:36][CH:37]=[CH:38][CH:39]=3)=[CH:30][CH:29]=2)=[C:23]([CH2:42][CH2:43][CH2:44][CH3:45])[N:22]=[C:21]1[CH2:46][O:47][CH3:48])[C:14]1[CH:19]=[CH:18][CH:17]=[CH:16][CH:15]=1. The product is [CH2:13]([N:20]1[C:25](=[O:26])[C:24]([CH2:27][C:28]2[CH:33]=[CH:32][C:31]([C:34]3[CH:39]=[CH:38][CH:37]=[CH:36][C:35]=3[C:40]3[NH:3][C:4](=[O:7])[O:5][N:41]=3)=[CH:30][CH:29]=2)=[C:23]([CH2:42][CH2:43][CH2:44][CH3:45])[N:22]=[C:21]1[CH2:46][O:47][CH3:48])[C:14]1[CH:19]=[CH:18][CH:17]=[CH:16][CH:15]=1. (2) The yield is 0.320. The catalyst is C(O)C.O. The reactants are [Si:1]([O:8][CH2:9][C:10]#[C:11][C:12](=O)[CH3:13])([C:4]([CH3:7])([CH3:6])[CH3:5])([CH3:3])[CH3:2].[C:15]([CH2:17][C:18]([NH2:20])=[O:19])#[N:16].N1(CC([O-])=O)CCCCC1. The product is [Si:1]([O:8][CH2:9][C:10]1[CH:11]=[C:12]([CH3:13])[NH:20][C:18](=[O:19])[C:17]=1[C:15]#[N:16])([C:4]([CH3:5])([CH3:6])[CH3:7])([CH3:3])[CH3:2]. (3) The reactants are FC1C=CC(C2CCOCC=2C(OC)=O)=CC=1.[F:18][C:19]1[CH:24]=[CH:23][C:22]([C:25]2[CH2:26][N:27]([C:36]([O:38][C:39]([CH3:42])([CH3:41])[CH3:40])=[O:37])[CH2:28][CH2:29][C:30]=2[C:31]([O:33][CH2:34][CH3:35])=[O:32])=[CH:21][CH:20]=1. No catalyst specified. The product is [F:18][C:19]1[CH:20]=[CH:21][C:22]([C@H:25]2[C@@H:30]([C:31]([O:33][CH2:34][CH3:35])=[O:32])[CH2:29][CH2:28][N:27]([C:36]([O:38][C:39]([CH3:40])([CH3:42])[CH3:41])=[O:37])[CH2:26]2)=[CH:23][CH:24]=1. The yield is 0.870. (4) The reactants are C1(P(C2C=CC=CC=2)C2C=CC3C(=CC=CC=3)C=2C2C3C(=CC=CC=3)C=CC=2P(C2C=CC=CC=2)C2C=CC=CC=2)C=CC=CC=1.[N:47]12[CH2:55][CH2:54][CH:51]([CH2:52][CH2:53]1)[NH:50][CH2:49][CH2:48]2.Br[C:57]1[CH:69]=[CH:68][C:67]2[C:66]3[C:61](=[CH:62][CH:63]=[CH:64][CH:65]=3)[C:60](=[O:70])[C:59]=2[CH:58]=1.CC(C)([O-])C.[Na+]. The yield is 0.430. The product is [N:47]12[CH2:55][CH2:54][CH:51]([CH2:52][CH2:53]1)[N:50]([C:57]1[CH:69]=[CH:68][C:67]3[C:66]4[C:61](=[CH:62][CH:63]=[CH:64][CH:65]=4)[C:60](=[O:70])[C:59]=3[CH:58]=1)[CH2:49][CH2:48]2. The catalyst is C1(C)C=CC=CC=1.C1C=CC(/C=C/C(/C=C/C2C=CC=CC=2)=O)=CC=1.C1C=CC(/C=C/C(/C=C/C2C=CC=CC=2)=O)=CC=1.C1C=CC(/C=C/C(/C=C/C2C=CC=CC=2)=O)=CC=1.[Pd].[Pd]. (5) The reactants are C[O:2][C:3]([C:5]1([C:8]2[CH:9]=[CH:10][C:11]3[O:15][CH2:14][C:13]([CH3:17])([CH3:16])[C:12]=3[CH:18]=2)[CH2:7][CH2:6]1)=[O:4].[Li+].[OH-].Cl. The catalyst is CO. The product is [CH3:16][C:13]1([CH3:17])[C:12]2[CH:18]=[C:8]([C:5]3([C:3]([OH:4])=[O:2])[CH2:6][CH2:7]3)[CH:9]=[CH:10][C:11]=2[O:15][CH2:14]1. The yield is 0.410.